Dataset: Catalyst prediction with 721,799 reactions and 888 catalyst types from USPTO. Task: Predict which catalyst facilitates the given reaction. (1) Reactant: [O:1]1[C:7]2[CH:8]=[C:9]([C:12]([O:14][CH3:15])=[O:13])[CH:10]=[N:11][C:6]=2[CH2:5][NH:4][CH2:3][CH2:2]1.[CH3:16][O:17][C:18]1[CH:23]=[CH:22][C:21]([S:24](Cl)(=[O:26])=[O:25])=[CH:20][CH:19]=1.CCN(CC)CC. Product: [CH3:16][O:17][C:18]1[CH:19]=[CH:20][C:21]([S:24]([N:4]2[CH2:5][C:6]3[N:11]=[CH:10][C:9]([C:12]([O:14][CH3:15])=[O:13])=[CH:8][C:7]=3[O:1][CH2:2][CH2:3]2)(=[O:26])=[O:25])=[CH:22][CH:23]=1. The catalyst class is: 143. (2) Product: [F:12][C:5]1[CH:6]=[C:7]([CH:10]=[CH:11][C:4]=1[CH:3]=[O:13])[CH:8]=[C:19]1[S:15][C:16](=[O:21])[NH:17][C:18]1=[O:20]. Reactant: CO[CH:3]([O:13]C)[C:4]1[CH:11]=[CH:10][C:7]([CH:8]=O)=[CH:6][C:5]=1[F:12].[S:15]1[CH2:19][C:18](=[O:20])[NH:17][C:16]1=[O:21].N1CCCCC1.Cl. The catalyst class is: 8. (3) Reactant: [C:1]1([CH3:27])[CH:6]=[CH:5][C:4]([S:7]([CH:10]([C:14]2[CH:19]=[C:18]([N+:20]([O-:22])=[O:21])[C:17]([O:23][CH3:24])=[C:16]([O:25][CH3:26])[CH:15]=2)[NH:11][CH:12]=O)(=[O:9])=[O:8])=[CH:3][CH:2]=1.O=P(Cl)(Cl)Cl.CCN(CC)CC. Product: [CH3:26][O:25][C:16]1[CH:15]=[C:14]([CH:10]([N+:11]#[C-:12])[S:7]([C:4]2[CH:3]=[CH:2][C:1]([CH3:27])=[CH:6][CH:5]=2)(=[O:8])=[O:9])[CH:19]=[C:18]([N+:20]([O-:22])=[O:21])[C:17]=1[O:23][CH3:24]. The catalyst class is: 57. (4) Reactant: [CH2:1]([C@@H:8]1[CH2:12]OC(=O)[N:9]1[C:14](=[O:36])[CH:15]([CH2:19][C:20]1[C:25]([Cl:26])=[CH:24][C:23]([O:27]CC2C=CC=CC=2)=[CH:22][C:21]=1[Cl:35])[CH2:16][CH:17]=O)[C:2]1C=CC=CC=1.NC1CC[O:41][CH2:40]C1.C(O)(=O)C.C(O[BH-](OC(=O)C)OC(=O)C)(=O)C.[Na+]. Product: [Cl:26][C:25]1[CH:24]=[C:23]([OH:27])[CH:22]=[C:21]([Cl:35])[C:20]=1[CH2:19][C@@H:15]1[CH2:16][CH2:17][N:9]([CH:8]2[CH2:1][CH2:2][O:41][CH2:40][CH2:12]2)[C:14]1=[O:36]. The catalyst class is: 4. (5) Reactant: [C:1]([O:5][C:6]([N:8]1[CH2:13][CH2:12][CH2:11][CH2:10][CH:9]1[CH2:14][CH2:15][CH2:16][OH:17])=[O:7])([CH3:4])([CH3:3])[CH3:2].[C:18]1([CH3:28])[CH:23]=[CH:22][C:21]([S:24](Cl)(=[O:26])=[O:25])=[CH:20][CH:19]=1. Product: [C:1]([O:5][C:6]([N:8]1[CH2:13][CH2:12][CH2:11][CH2:10][CH:9]1[CH2:14][CH2:15][CH2:16][O:17][S:24]([C:21]1[CH:22]=[CH:23][C:18]([CH3:28])=[CH:19][CH:20]=1)(=[O:26])=[O:25])=[O:7])([CH3:4])([CH3:3])[CH3:2]. The catalyst class is: 17. (6) Reactant: C(=O)([O-])[O-].[K+].[K+].[Cl:7][C:8]1[S:12][C:11]([C:13]([NH:15][C:16]2[CH:24]=[CH:23][CH:22]=[C:21]3[C:17]=2[C:18](=[O:26])[NH:19][C:20]3=[O:25])=[O:14])=[CH:10][CH:9]=1.[Br:27][CH:28](Br)[C:29]1[CH:34]=[CH:33][CH:32]=[C:31]([CH3:35])[CH:30]=1. Product: [Br:27][CH2:28][C:29]1[CH:30]=[C:31]([CH:32]=[CH:33][CH:34]=1)[CH2:35][N:19]1[C:18](=[O:26])[C:17]2[C:21](=[CH:22][CH:23]=[CH:24][C:16]=2[NH:15][C:13]([C:11]2[S:12][C:8]([Cl:7])=[CH:9][CH:10]=2)=[O:14])[C:20]1=[O:25]. The catalyst class is: 3. (7) Reactant: [CH:1]([S:3]([N:6]1[CH2:10][CH:9]2[CH2:11][N:12](C(OC(C)(C)C)=O)[CH2:13][CH:8]2[CH2:7]1)(=[O:5])=[O:4])=[CH2:2]. Product: [CH:1]([S:3]([N:6]1[CH2:10][CH:9]2[CH:8]([CH2:13][NH:12][CH2:11]2)[CH2:7]1)(=[O:5])=[O:4])=[CH2:2]. The catalyst class is: 209. (8) Reactant: [CH:1]([N:4]1[C:9](=[O:10])[CH:8]=[CH:7][C:6]([C:11]2[CH:16]=[CH:15][C:14](=[O:17])[NH:13][C:12]=2[C:18]2[CH:23]=[CH:22][CH:21]=[CH:20][CH:19]=2)=[N:5]1)([CH3:3])[CH3:2].Br[CH2:25][CH2:26][N:27]1[C:31](=[O:32])[C:30]2=[CH:33][CH:34]=[CH:35][CH:36]=[C:29]2[C:28]1=[O:37].C([O-])([O-])=O.[K+].[K+].O. Product: [CH:1]([N:4]1[C:9](=[O:10])[CH:8]=[CH:7][C:6]([C:11]2[CH:16]=[CH:15][C:14]([O:17][CH2:25][CH2:26][N:27]3[C:28](=[O:37])[C:29]4[C:30](=[CH:33][CH:34]=[CH:35][CH:36]=4)[C:31]3=[O:32])=[N:13][C:12]=2[C:18]2[CH:19]=[CH:20][CH:21]=[CH:22][CH:23]=2)=[N:5]1)([CH3:3])[CH3:2]. The catalyst class is: 3.